Predict hERG channel inhibition at various concentrations. From a dataset of hERG Central: cardiac toxicity at 1µM, 10µM, and general inhibition. (1) The molecule is CCOC(=O)C1(CCOc2ccccc2)CCN(Cc2ccc3c(c2)OCCO3)CC1. Results: hERG_inhib (hERG inhibition (general)): blocker. (2) The compound is O=C(CN1CCC(NC(=O)Nc2ccc(F)cc2)CC1)Nc1ccccc1[N+](=O)[O-]. Results: hERG_inhib (hERG inhibition (general)): blocker. (3) The molecule is CC1CCN(C(=S)Nc2ccc3nc4n(c(=O)c3c2)CCCCC4)CC1. Results: hERG_inhib (hERG inhibition (general)): blocker. (4) The molecule is CCCCOc1cc(C(=O)OCCN(CC)CC)ccc1N. Results: hERG_inhib (hERG inhibition (general)): blocker. (5) The molecule is N#Cc1cncc(-c2ccc3c(c2)OCCOCCOCCOCCOCCO3)n1. Results: hERG_inhib (hERG inhibition (general)): blocker.